This data is from Reaction yield outcomes from USPTO patents with 853,638 reactions. The task is: Predict the reaction yield, written as a fraction of the theoretical maximum amount of product (1.0 means a 100% yield; for example, 0.34 means a 34% yield). (1) The reactants are [CH3:1][C:2]([C:5]1[C:10]([C:11]2[CH:16]=[C:15]([O:17][CH3:18])[CH:14]=[CH:13][C:12]=2[F:19])=[CH:9][C:8]([CH2:20][O:21][C:22]2[CH:27]=[CH:26][C:25]([C@H:28]([CH2:34][CH2:35][CH2:36][CH3:37])[CH2:29][C:30]([O:32]C)=[O:31])=[CH:24][CH:23]=2)=[CH:7][CH:6]=1)([CH3:4])[CH3:3].C1COCC1.CCO.[OH-].[Na+]. No catalyst specified. The product is [CH3:4][C:2]([C:5]1[C:10]([C:11]2[CH:16]=[C:15]([O:17][CH3:18])[CH:14]=[CH:13][C:12]=2[F:19])=[CH:9][C:8]([CH2:20][O:21][C:22]2[CH:23]=[CH:24][C:25]([C@H:28]([CH2:34][CH2:35][CH2:36][CH3:37])[CH2:29][C:30]([OH:32])=[O:31])=[CH:26][CH:27]=2)=[CH:7][CH:6]=1)([CH3:1])[CH3:3]. The yield is 0.800. (2) The reactants are [C:1]([O:5][C:6]([N:8]1[CH2:12][CH2:11][CH2:10][C@H:9]1[CH2:13][NH:14][C:15]1[CH:20]=[CH:19][C:18](Br)=[CH:17][C:16]=1[O:22][C:23]1[CH:28]=[CH:27][C:26]([O:29][CH3:30])=[CH:25][CH:24]=1)=[O:7])([CH3:4])([CH3:3])[CH3:2].[C:31]([O:35][CH2:36][CH3:37])(=[O:34])[CH:32]=[CH2:33]. The product is [C:1]([O:5][C:6]([N:8]1[CH2:12][CH2:11][CH2:10][C@H:9]1[CH2:13][NH:14][C:15]1[CH:20]=[CH:19][C:18](/[CH:33]=[CH:32]/[C:31]([O:35][CH2:36][CH3:37])=[O:34])=[CH:17][C:16]=1[O:22][C:23]1[CH:28]=[CH:27][C:26]([O:29][CH3:30])=[CH:25][CH:24]=1)=[O:7])([CH3:4])([CH3:3])[CH3:2]. The yield is 0.780. The catalyst is CC([O-])=O.CC([O-])=O.[Pd+2].C1(C)C=CC=CC=1P(C1C=CC=CC=1C)C1C=CC=CC=1C.CN(C=O)C.